This data is from Catalyst prediction with 721,799 reactions and 888 catalyst types from USPTO. The task is: Predict which catalyst facilitates the given reaction. (1) Reactant: [CH:1]1[C:6](N=C=S)=[CH:5][C:4]2[C:10]([O:12][C:13]3([C:23]4[CH:24]=[CH:25][C:26]([OH:28])=[CH:27][C:22]=4[O:21][C:15]4[CH:16]=[C:17]([OH:20])[CH:18]=[CH:19][C:14]3=4)[C:3]=2[CH:2]=1)=[O:11]. Product: [CH:1]1[CH:6]=[CH:5][C:4]([C:10]([OH:12])=[O:11])=[C:3]([C:13]2[C:14]3[CH:19]=[CH:18][C:17]([OH:20])=[CH:16][C:15]=3[O:21][C:22]3[C:23]=2[CH:24]=[CH:25][C:26]([CH:27]=3)=[O:28])[CH:2]=1. The catalyst class is: 250. (2) Reactant: [Cl:1][C:2]1[CH:10]=[C:9]2[C:5](/[C:6](=[CH:12]/[C:13]3[CH:18]=[C:17]([Cl:19])[CH:16]=[CH:15][C:14]=3[O:20][CH2:21][S:22]([CH3:24])=[O:23])/[C:7](=[O:11])[NH:8]2)=[CH:4][CH:3]=1.[C:25]([O:29][C:30](O[C:30]([O:29][C:25]([CH3:28])([CH3:27])[CH3:26])=[O:31])=[O:31])([CH3:28])([CH3:27])[CH3:26]. Product: [C:25]([O:29][C:30]([N:8]1[C:9]2[C:5](=[CH:4][CH:3]=[C:2]([Cl:1])[CH:10]=2)/[C:6](=[CH:12]/[C:13]2[CH:18]=[C:17]([Cl:19])[CH:16]=[CH:15][C:14]=2[O:20][CH2:21][S:22]([CH3:24])=[O:23])/[C:7]1=[O:11])=[O:31])([CH3:28])([CH3:27])[CH3:26]. The catalyst class is: 143. (3) Reactant: [CH3:1][C:2]1([CH3:22])[CH:6]([C:7]2[CH:12]=[CH:11][C:10]([CH3:13])=[CH:9][CH:8]=2)[C:5]2[C:14]([CH3:21])=[C:15]([NH2:20])[C:16]([CH3:19])=[C:17]([CH3:18])[C:4]=2[O:3]1.[CH3:23][O:24][C:25]1[CH:26]=[C:27]([CH:31]=[CH:32][C:33]=1[O:34][CH3:35])[C:28](Cl)=[O:29]. Product: [CH3:23][O:24][C:25]1[CH:26]=[C:27]([CH:31]=[CH:32][C:33]=1[O:34][CH3:35])[C:28]([NH:20][C:15]1[C:16]([CH3:19])=[C:17]([CH3:18])[C:4]2[O:3][C:2]([CH3:22])([CH3:1])[CH:6]([C:7]3[CH:8]=[CH:9][C:10]([CH3:13])=[CH:11][CH:12]=3)[C:5]=2[C:14]=1[CH3:21])=[O:29]. The catalyst class is: 175. (4) Reactant: Br[CH2:2][C@@H:3]1[NH:7][C:6](=[O:8])[CH2:5][CH2:4]1.[CH:9]1([O:14][C:15]2[CH:20]=[CH:19][C:18]([NH:21][C:22]([NH:24][C:25]3[CH:30]=[CH:29][C:28]([N:31]4[CH2:35][CH2:34][CH:33]([NH:36][CH3:37])[CH2:32]4)=[CH:27][CH:26]=3)=[O:23])=[CH:17][CH:16]=2)[CH2:13][CH2:12][CH2:11][CH2:10]1.C(=O)([O-])[O-].[K+].[K+]. Product: [CH:9]1([O:14][C:15]2[CH:16]=[CH:17][C:18]([NH:21][C:22]([NH:24][C:25]3[CH:30]=[CH:29][C:28]([N:31]4[CH2:35][CH2:34][CH:33]([N:36]([CH3:37])[CH2:2][C@H:3]5[CH2:4][CH2:5][C:6](=[O:8])[NH:7]5)[CH2:32]4)=[CH:27][CH:26]=3)=[O:23])=[CH:19][CH:20]=2)[CH2:13][CH2:12][CH2:11][CH2:10]1. The catalyst class is: 3. (5) Reactant: [Cl:1][C:2]1[S:43][C:5]2[C:6](=[O:42])[N:7](COCC[Si](C)(C)C)[C:8]3[C:9]([CH3:33])=[CH:10][C:11]([O:31][CH3:32])=[C:12]([C:14]4[CH:19]=[CH:18][C:17]([C@@H:20]([CH3:30])[CH2:21][NH:22]C(=O)OC(C)(C)C)=[CH:16][CH:15]=4)[C:13]=3[C:4]=2[CH:3]=1.FC(F)(F)C(O)=O. Product: [ClH:1].[NH2:22][CH2:21][C@@H:20]([C:17]1[CH:18]=[CH:19][C:14]([C:12]2[C:13]3[C:4]4[CH:3]=[C:2]([Cl:1])[S:43][C:5]=4[C:6](=[O:42])[NH:7][C:8]=3[C:9]([CH3:33])=[CH:10][C:11]=2[O:31][CH3:32])=[CH:15][CH:16]=1)[CH3:30]. The catalyst class is: 2. (6) Product: [CH3:24][Si:23]([CH3:26])([CH3:25])[CH2:22][CH2:21][O:20][CH2:19][N:10]1[C:11]2[C:18]3[CH:17]=[CH:16][S:15][C:14]=3[CH2:13][C:12]=2[C:8]([C:4]2[CH:3]=[C:2]([NH:30][C:27](=[O:29])[CH3:28])[CH:7]=[CH:6][CH:5]=2)=[N:9]1. Reactant: Br[C:2]1[CH:3]=[C:4]([C:8]2[C:12]3[CH2:13][C:14]4[S:15][CH:16]=[CH:17][C:18]=4[C:11]=3[N:10]([CH2:19][O:20][CH2:21][CH2:22][Si:23]([CH3:26])([CH3:25])[CH3:24])[N:9]=2)[CH:5]=[CH:6][CH:7]=1.[C:27]([NH2:30])(=[O:29])[CH3:28].C([O-])([O-])=O.[Cs+].[Cs+].CC1(C)C2C(=C(P(C3C=CC=CC=3)C3C=CC=CC=3)C=CC=2)OC2C(P(C3C=CC=CC=3)C3C=CC=CC=3)=CC=CC1=2. The catalyst class is: 231.